Dataset: NCI-60 drug combinations with 297,098 pairs across 59 cell lines. Task: Regression. Given two drug SMILES strings and cell line genomic features, predict the synergy score measuring deviation from expected non-interaction effect. Drug 1: C1C(C(OC1N2C=C(C(=O)NC2=O)F)CO)O. Drug 2: CC1=C(C(CCC1)(C)C)C=CC(=CC=CC(=CC(=O)O)C)C. Cell line: MDA-MB-231. Synergy scores: CSS=10.5, Synergy_ZIP=-4.93, Synergy_Bliss=-0.407, Synergy_Loewe=-14.8, Synergy_HSA=-1.55.